Dataset: Experimentally validated miRNA-target interactions with 360,000+ pairs, plus equal number of negative samples. Task: Binary Classification. Given a miRNA mature sequence and a target amino acid sequence, predict their likelihood of interaction. The miRNA is hsa-miR-4492 with sequence GGGGCUGGGCGCGCGCC. The protein sequence of the target gene is MGAAAKLAFAVFLISCSSGAILGRSETQECLFFNANWERDRTNQTGVEPCYGDKDKRRHCFATWKNISGSIEIVKQGCWLDDINCYDRTDCIEKKDSPEVYFCCCEGNMCNEKFSYFPEMEVTQPTSNPVTPKPPYYNILLYSLVPLMLIAGIVICAFWVYRHHKMAYPPVLVPTQDPGPPPPSPLLGLKPLQLLEVKARGRFGCVWKAQLLNEYVAVKIFPIQDKQSWQNEYEVYSLPGMKHENILQFIGAEKRGTSVDVDLWLITAFHEKGSLSDFLKANVVSWNELCHIAETMARGL.... Result: 0 (no interaction).